From a dataset of Peptide-MHC class I binding affinity with 185,985 pairs from IEDB/IMGT. Regression. Given a peptide amino acid sequence and an MHC pseudo amino acid sequence, predict their binding affinity value. This is MHC class I binding data. (1) The peptide sequence is YQAVVPLVY. The MHC is HLA-A02:03 with pseudo-sequence HLA-A02:03. The binding affinity (normalized) is 0.193. (2) The peptide sequence is NACDKHNKT. The MHC is HLA-A02:06 with pseudo-sequence HLA-A02:06. The binding affinity (normalized) is 0.0914. (3) The peptide sequence is ATYTGVFDK. The MHC is HLA-A02:03 with pseudo-sequence HLA-A02:03. The binding affinity (normalized) is 0.0847.